This data is from Peptide-MHC class I binding affinity with 185,985 pairs from IEDB/IMGT. The task is: Regression. Given a peptide amino acid sequence and an MHC pseudo amino acid sequence, predict their binding affinity value. This is MHC class I binding data. (1) The peptide sequence is GPRLGVRTT. The MHC is HLA-B07:02 with pseudo-sequence HLA-B07:02. The binding affinity (normalized) is 0.387. (2) The peptide sequence is YQEPPAHGL. The MHC is HLA-A02:01 with pseudo-sequence HLA-A02:01. The binding affinity (normalized) is 0.213. (3) The peptide sequence is FTMRLLSPVR. The MHC is HLA-A30:01 with pseudo-sequence HLA-A30:01. The binding affinity (normalized) is 0.158. (4) The peptide sequence is GALQWDDNI. The MHC is HLA-A02:01 with pseudo-sequence HLA-A02:01. The binding affinity (normalized) is 0.192. (5) The peptide sequence is AKSVFNSLY. The MHC is HLA-A01:01 with pseudo-sequence HLA-A01:01. The binding affinity (normalized) is 0. (6) The peptide sequence is KVCRTLLAK. The MHC is HLA-A01:01 with pseudo-sequence HLA-A01:01. The binding affinity (normalized) is 0.0847. (7) The peptide sequence is HFANYNFTL. The MHC is HLA-A24:02 with pseudo-sequence HLA-A24:02. The binding affinity (normalized) is 0.533.